Dataset: Catalyst prediction with 721,799 reactions and 888 catalyst types from USPTO. Task: Predict which catalyst facilitates the given reaction. (1) Reactant: C([O:3][C:4](=[O:26])[CH2:5][O:6][C:7]1[CH:12]=[CH:11][C:10]([C:13]2([C:19]3[CH:24]=[CH:23][C:22](Br)=[CH:21][CH:20]=3)[CH2:18][CH2:17][NH:16][CH2:15][CH2:14]2)=[CH:9][CH:8]=1)C.CC1(C)C(C)(C)OB([C:35]2[CH:36]=[N:37][NH:38][CH:39]=2)O1. Product: [NH:37]1[CH:36]=[C:35]([C:22]2[CH:21]=[CH:20][C:19]([C:13]3([C:10]4[CH:9]=[CH:8][C:7]([O:6][CH2:5][C:4]([OH:3])=[O:26])=[CH:12][CH:11]=4)[CH2:18][CH2:17][NH:16][CH2:15][CH2:14]3)=[CH:24][CH:23]=2)[CH:39]=[N:38]1. The catalyst class is: 492. (2) Reactant: [CH2:1]1[CH2:7][S:4](=[O:6])(=[O:5])[NH:3][CH2:2]1.[H-].[Na+].Cl[CH2:11][C:12]1[CH:13]=[CH:14][C:15]([C:18]2[S:26][C:25]3[C:20](=[N:21][CH:22]=[CH:23][C:24]=3[O:27][C:28]3[CH:33]=[CH:32][C:31]([NH:34][C:35]([NH:37][CH:38]4[CH2:40][CH2:39]4)=[O:36])=[CH:30][C:29]=3[F:41])[CH:19]=2)=[N:16][CH:17]=1.O. Product: [CH:38]1([NH:37][C:35]([NH:34][C:31]2[CH:32]=[CH:33][C:28]([O:27][C:24]3[CH:23]=[CH:22][N:21]=[C:20]4[CH:19]=[C:18]([C:15]5[CH:14]=[CH:13][C:12]([CH2:11][N:3]6[CH2:2][CH2:1][CH2:7][S:4]6(=[O:6])=[O:5])=[CH:17][N:16]=5)[S:26][C:25]=34)=[C:29]([F:41])[CH:30]=2)=[O:36])[CH2:40][CH2:39]1. The catalyst class is: 3.